This data is from Full USPTO retrosynthesis dataset with 1.9M reactions from patents (1976-2016). The task is: Predict the reactants needed to synthesize the given product. (1) Given the product [C:1]([NH:4][C@H:5]([CH2:11][C:12]1[CH:17]=[CH:16][CH:15]=[C:14]([C:18]#[N:19])[CH:13]=1)[C:6]([O:8][CH2:9][CH3:10])=[O:7])(=[O:3])[CH3:2], predict the reactants needed to synthesize it. The reactants are: [C:1]([NH:4][CH:5]([CH2:11][C:12]1[CH:17]=[CH:16][CH:15]=[C:14]([C:18]#[N:19])[CH:13]=1)[C:6]([O:8][CH2:9][CH3:10])=[O:7])(=[O:3])[CH3:2].C(=O)([O-])O.[NH4+]. (2) Given the product [OH:18][C@@H:15]1[CH2:14][CH2:13][C@H:12]([NH:11][C:9]([CH:6]2[CH2:7][CH2:8][C:3]([C:19]3[CH:24]=[CH:23][C:22]([C:25]4[CH:30]=[CH:29][C:28]([C:31]([NH:33][CH3:34])=[O:32])=[CH:27][CH:26]=4)=[CH:21][C:20]=3[CH3:35])=[CH:4][CH2:5]2)=[O:10])[CH2:17][CH2:16]1, predict the reactants needed to synthesize it. The reactants are: Cl.O[C:3]1([C:19]2[CH:24]=[CH:23][C:22]([C:25]3[CH:30]=[CH:29][C:28]([C:31]([NH:33][CH3:34])=[O:32])=[CH:27][CH:26]=3)=[CH:21][C:20]=2[CH3:35])[CH2:8][CH2:7][CH:6]([C:9]([NH:11][C@H:12]2[CH2:17][CH2:16][C@@H:15]([OH:18])[CH2:14][CH2:13]2)=[O:10])[CH2:5][CH2:4]1. (3) Given the product [CH:9]([C:15]1[NH:16][C:12]([CH3:11])=[C:13]([S:22]([C:25]2[CH:26]=[CH:27][C:28]([CH3:31])=[CH:29][CH:30]=2)(=[O:23])=[O:24])[C:14]=1[CH2:17][CH2:18][C:19]([OH:21])=[O:20])=[O:10], predict the reactants needed to synthesize it. The reactants are: P(Cl)(Cl)(Cl)=O.CN([CH:9]=[O:10])C.[CH3:11][C:12]1[NH:16][CH:15]=[C:14]([CH2:17][CH2:18][C:19]([OH:21])=[O:20])[C:13]=1[S:22]([C:25]1[CH:30]=[CH:29][C:28]([CH3:31])=[CH:27][CH:26]=1)(=[O:24])=[O:23].Cl.